From a dataset of Reaction yield outcomes from USPTO patents with 853,638 reactions. Predict the reaction yield, written as a fraction of the theoretical maximum amount of product (1.0 means a 100% yield; for example, 0.34 means a 34% yield). (1) The reactants are [CH3:1][O:2][C:3]1[CH:12]=[C:11]2[C:6]([N:7]=[CH:8][C:9](=[O:13])[NH:10]2)=[CH:5][CH:4]=1.[H-].[Na+].CS(O[CH2:21][CH2:22][N:23]1[CH2:28][CH2:27][CH:26]([NH:29][C:30]([O:32][C:33]([CH3:36])([CH3:35])[CH3:34])=[O:31])[CH2:25][CH2:24]1)(=O)=O.C(OC(=O)NC1CCN(CCN2C3C(=CC=C(OC)C=3)C=CC2=O)CC1)(C)(C)C. The catalyst is CC(C)=O. The product is [C:33]([O:32][C:30](=[O:31])[NH:29][CH:26]1[CH2:27][CH2:28][N:23]([CH2:22][CH2:21][N:10]2[C:11]3[C:6](=[CH:5][CH:4]=[C:3]([O:2][CH3:1])[CH:12]=3)[N:7]=[CH:8][C:9]2=[O:13])[CH2:24][CH2:25]1)([CH3:36])([CH3:35])[CH3:34]. The yield is 0.290. (2) The reactants are C([N:8]1[C:12]2=[N:13][C:14]([C:24]([F:33])([F:32])[C:25]3[CH:30]=[CH:29][C:28]([F:31])=[CH:27][CH:26]=3)=[N:15][C:16]([NH:17][C:18]3[CH:22]=[C:21]([CH3:23])[NH:20][N:19]=3)=[C:11]2[CH:10]=[N:9]1)C1C=CC=CC=1.C(N1C=C2C(N=C(C(F)(F)C3C=CC(F)=CC=3)N=C2NC2C=C(C)NN=2)=N1)C1C=CC=CC=1.CCOC(C)=O. The catalyst is CCO.[Pd].[OH-].[OH-].[Pd+2]. The product is [F:33][C:24]([F:32])([C:25]1[CH:30]=[CH:29][C:28]([F:31])=[CH:27][CH:26]=1)[C:14]1[N:13]=[C:12]2[NH:8][N:9]=[CH:10][C:11]2=[C:16]([NH:17][C:18]2[CH:22]=[C:21]([CH3:23])[NH:20][N:19]=2)[N:15]=1. The yield is 0.0300. (3) The reactants are [NH:1]1[CH:5]=[CH:4][C:3]([C:6]([O:8][CH2:9][CH3:10])=[O:7])=[CH:2]1.[H-].[Na+].Br[CH2:14][CH2:15][CH2:16][C:17]([O:19][C:20]([CH3:23])([CH3:22])[CH3:21])=[O:18]. The catalyst is CN(C=O)C. The product is [C:20]([O:19][C:17](=[O:18])[CH2:16][CH2:15][CH2:14][N:1]1[CH:5]=[CH:4][C:3]([C:6]([O:8][CH2:9][CH3:10])=[O:7])=[CH:2]1)([CH3:23])([CH3:22])[CH3:21]. The yield is 0.770.